The task is: Regression. Given a peptide amino acid sequence and an MHC pseudo amino acid sequence, predict their binding affinity value. This is MHC class I binding data.. This data is from Peptide-MHC class I binding affinity with 185,985 pairs from IEDB/IMGT. (1) The peptide sequence is TSSARSSEW. The MHC is HLA-A02:11 with pseudo-sequence HLA-A02:11. The binding affinity (normalized) is 0.0847. (2) The peptide sequence is IVNRNRQGY. The MHC is HLA-B44:03 with pseudo-sequence HLA-B44:03. The binding affinity (normalized) is 0.